The task is: Predict the product of the given reaction.. This data is from Forward reaction prediction with 1.9M reactions from USPTO patents (1976-2016). (1) Given the reactants [NH2:1][C@@H:2]([CH2:5][CH2:6][N:7]1[CH2:10][CH:9]([O:11][C:12]2[CH:17]=[CH:16][C:15]([Cl:18])=[CH:14][CH:13]=2)[CH2:8]1)[CH2:3][OH:4].[CH3:19][O:20][C:21]1[CH:22]=[C:23]([N:29]=[C:30]=[O:31])[CH:24]=[C:25]([O:27][CH3:28])[CH:26]=1, predict the reaction product. The product is: [Cl:18][C:15]1[CH:14]=[CH:13][C:12]([O:11][CH:9]2[CH2:10][N:7]([CH2:6][CH2:5][C@H:2]([NH:1][C:30]([NH:29][C:23]3[CH:22]=[C:21]([O:20][CH3:19])[CH:26]=[C:25]([O:27][CH3:28])[CH:24]=3)=[O:31])[CH2:3][OH:4])[CH2:8]2)=[CH:17][CH:16]=1. (2) Given the reactants Cl[CH2:2][CH2:3][CH2:4][CH2:5][O:6][C:7]1[CH:8]=[C:9]([C:13](=[O:15])[CH3:14])[CH:10]=[CH:11][CH:12]=1.[CH3:16][CH:17]([CH3:33])[C:18]([NH:20][C:21]1[CH:26]=[CH:25][CH:24]=[C:23]([CH:27]2[CH2:32][CH2:31][NH:30][CH2:29][CH2:28]2)[CH:22]=1)=[O:19], predict the reaction product. The product is: [C:13]([C:9]1[CH:8]=[C:7]([CH:12]=[CH:11][CH:10]=1)[O:6][CH2:5][CH2:4][CH2:3][CH2:2][N:30]1[CH2:31][CH2:32][CH:27]([C:23]2[CH:22]=[C:21]([NH:20][C:18](=[O:19])[CH:17]([CH3:16])[CH3:33])[CH:26]=[CH:25][CH:24]=2)[CH2:28][CH2:29]1)(=[O:15])[CH3:14].